This data is from Peptide-MHC class II binding affinity with 134,281 pairs from IEDB. The task is: Regression. Given a peptide amino acid sequence and an MHC pseudo amino acid sequence, predict their binding affinity value. This is MHC class II binding data. (1) The peptide sequence is KRLWKMLDPRQGLAV. The MHC is H-2-IEd with pseudo-sequence H-2-IEd. The binding affinity (normalized) is 0.193. (2) The peptide sequence is KFGVAKKANVYAVKV. The MHC is DRB1_0901 with pseudo-sequence DRB1_0901. The binding affinity (normalized) is 0.596. (3) The peptide sequence is SAAQRRGRIGRNPNR. The MHC is DRB3_0301 with pseudo-sequence DRB3_0301. The binding affinity (normalized) is 0.689.